From a dataset of Forward reaction prediction with 1.9M reactions from USPTO patents (1976-2016). Predict the product of the given reaction. (1) The product is: [CH3:9][C:8]1([C:5]2[CH:6]=[CH:7][C:2]([NH2:1])=[CH:3][CH:4]=2)[O:13][CH2:12][CH2:11][O:10]1. Given the reactants [NH2:1][C:2]1[CH:7]=[CH:6][C:5]([C:8](=[O:10])[CH3:9])=[CH:4][CH:3]=1.[CH2:11](O)[CH2:12][OH:13].CC1C=CC(S(O)(=O)=O)=CC=1.O, predict the reaction product. (2) Given the reactants [N+:1]([C:4]1[CH:47]=[CH:46][C:7]([O:8][C:9]2[C:14]([F:15])=[C:13]([F:16])[C:12]([C:17]3[C:22]([F:23])=[C:21]([F:24])[C:20]([O:25][C:26]4[CH:31]=[CH:30][C:29]([C:32]([O:34]CC5C=CC=CC=5)=[O:33])=[CH:28][CH:27]=4)=[C:19]([F:42])[C:18]=3[F:43])=[C:11]([F:44])[C:10]=2[F:45])=[CH:6][C:5]=1[O:48]CC1C=CC=CC=1)([O-])=O.[H][H], predict the reaction product. The product is: [NH2:1][C:4]1[CH:47]=[CH:46][C:7]([O:8][C:9]2[C:10]([F:45])=[C:11]([F:44])[C:12]([C:17]3[C:22]([F:23])=[C:21]([F:24])[C:20]([O:25][C:26]4[CH:27]=[CH:28][C:29]([C:32]([OH:34])=[O:33])=[CH:30][CH:31]=4)=[C:19]([F:42])[C:18]=3[F:43])=[C:13]([F:16])[C:14]=2[F:15])=[CH:6][C:5]=1[OH:48]. (3) The product is: [CH3:21][O:20][CH2:19][CH2:18][O:1][C:2]1[CH:3]=[C:4]([C:14](=[O:16])[CH3:15])[CH:5]=[C:6]([S:8]([F:13])([F:9])([F:10])([F:11])[F:12])[CH:7]=1. Given the reactants [OH:1][C:2]1[CH:3]=[C:4]([C:14](=[O:16])[CH3:15])[CH:5]=[C:6]([S:8]([F:13])([F:12])([F:11])([F:10])[F:9])[CH:7]=1.Br[CH2:18][CH2:19][O:20][CH3:21].[H-].[Na+].[Br-], predict the reaction product. (4) Given the reactants [CH3:1][C:2]([OH:6])([C:4]#[CH:5])[CH3:3].C1CCN2C(=NCCC2)CC1.FC(F)(F)C(OC(=O)C(F)(F)F)=O.[Cl:31][C:32]1[CH:33]=[C:34](O)[CH:35]=[CH:36][C:37]=1[Cl:38], predict the reaction product. The product is: [Cl:31][C:32]1[CH:33]=[CH:34][C:35]([O:6][C:2]([CH3:3])([CH3:1])[C:4]#[CH:5])=[CH:36][C:37]=1[Cl:38]. (5) Given the reactants CS(O)(=O)=O.[NH2:6][CH2:7][C:8]1[CH:9]=[C:10]2[C:14](=[CH:15][CH:16]=1)[C:13](=[O:17])[N:12]([CH:18]1[CH2:23][CH2:22][C:21](=[O:24])[NH:20][C:19]1=[O:25])[CH2:11]2.[F:26][C:27]([F:39])([F:38])[O:28][C:29]1[CH:34]=[CH:33][C:32]([N:35]=[C:36]=[O:37])=[CH:31][CH:30]=1.C(N(CC)CC)C.Cl, predict the reaction product. The product is: [O:25]=[C:19]1[CH:18]([N:12]2[CH2:11][C:10]3[C:14](=[CH:15][CH:16]=[C:8]([CH2:7][NH:6][C:36]([NH:35][C:32]4[CH:33]=[CH:34][C:29]([O:28][C:27]([F:26])([F:38])[F:39])=[CH:30][CH:31]=4)=[O:37])[CH:9]=3)[C:13]2=[O:17])[CH2:23][CH2:22][C:21](=[O:24])[NH:20]1.